Dataset: Ames mutagenicity test results for genotoxicity prediction. Task: Regression/Classification. Given a drug SMILES string, predict its toxicity properties. Task type varies by dataset: regression for continuous values (e.g., LD50, hERG inhibition percentage) or binary classification for toxic/non-toxic outcomes (e.g., AMES mutagenicity, cardiotoxicity, hepatotoxicity). Dataset: ames. (1) The molecule is Cc1c2ccccc2cc2c3c(ccc12)C=C[C@@H](O)[C@H]3O. The result is 1 (mutagenic). (2) The drug is OCCCl. The result is 1 (mutagenic). (3) The molecule is C=C(Br)C(C)=O. The result is 1 (mutagenic). (4) The drug is CCn1c(N)nc2c3nc(C)cnc3ccc21. The result is 1 (mutagenic). (5) The molecule is Cc1cccc2cccnc12. The result is 1 (mutagenic). (6) The compound is COc1ccc([N+](=O)[O-])cc1N. The result is 1 (mutagenic). (7) The drug is ClCCNCCCNc1c2ccccc2nc2ccccc12. The result is 1 (mutagenic). (8) The compound is CCCCNCCCC. The result is 0 (non-mutagenic).